Dataset: Full USPTO retrosynthesis dataset with 1.9M reactions from patents (1976-2016). Task: Predict the reactants needed to synthesize the given product. (1) Given the product [F:1][C:2]1[CH:3]=[C:4]([C:8]2[C:12]([C:13]3[N:14]=[CH:15][N:16]([C:20]4[CH:25]=[CH:24][C:23]([N+:26]([O-:28])=[O:27])=[CH:22][CH:21]=4)[CH:17]=3)=[C:11]([CH3:18])[O:10][N:9]=2)[CH:5]=[CH:6][CH:7]=1, predict the reactants needed to synthesize it. The reactants are: [F:1][C:2]1[CH:3]=[C:4]([C:8]2[C:12]([C:13]3[N:14]=[CH:15][NH:16][CH:17]=3)=[C:11]([CH3:18])[O:10][N:9]=2)[CH:5]=[CH:6][CH:7]=1.F[C:20]1[CH:25]=[CH:24][C:23]([N+:26]([O-:28])=[O:27])=[CH:22][CH:21]=1. (2) Given the product [CH3:21][O:12][C:11](=[O:13])/[CH:10]=[CH:9]/[C:6]1[CH:5]=[CH:4][C:3]([F:2])=[CH:8][N:7]=1, predict the reactants needed to synthesize it. The reactants are: Cl.[F:2][C:3]1[CH:4]=[CH:5][C:6](/[CH:9]=[CH:10]/[C:11]([OH:13])=[O:12])=[N:7][CH:8]=1.S(=O)(=O)(O)O.[OH-].[Na+].[CH3:21]O. (3) The reactants are: [NH2:1][C:2]1[C:6]([C:7]([OH:9])=O)=[CH:5][NH:4][N:3]=1.[CH2:10]([C@@H:17]1[CH2:22][CH2:21][C@H:20]([CH2:23][NH2:24])[CH2:19][CH2:18]1)[C:11]1[CH:16]=[CH:15][CH:14]=[CH:13][CH:12]=1. Given the product [NH2:1][C:2]1[C:6]([C:7]([NH:24][CH2:23][C@H:20]2[CH2:21][CH2:22][C@@H:17]([CH2:10][C:11]3[CH:12]=[CH:13][CH:14]=[CH:15][CH:16]=3)[CH2:18][CH2:19]2)=[O:9])=[CH:5][NH:4][N:3]=1, predict the reactants needed to synthesize it. (4) Given the product [C:16]([O:15][CH2:14][CH2:12][O:11][CH2:10][CH2:8][O:7][C:1]1[CH:6]=[CH:5][CH:4]=[CH:3][CH:2]=1)(=[O:23])[C:17]1[CH:22]=[CH:21][CH:20]=[CH:19][CH:18]=1, predict the reactants needed to synthesize it. The reactants are: [C:1]1([O:7][CH:8]([CH2:10][O:11][CH:12]([CH2:14][OH:15])C)C)[CH:6]=[CH:5][CH:4]=[CH:3][CH:2]=1.[C:16](O)(=[O:23])[C:17]1[CH:22]=[CH:21][CH:20]=[CH:19][CH:18]=1.CCCCCCC. (5) Given the product [Br:1][C:2]1[CH:7]=[CH:6][C:5]([C:13]2[N:18]=[CH:17][CH:16]=[CH:15][N:14]=2)=[C:4]([F:11])[CH:3]=1, predict the reactants needed to synthesize it. The reactants are: [Br:1][C:2]1[CH:7]=[CH:6][C:5](B(O)O)=[C:4]([F:11])[CH:3]=1.Br[C:13]1[N:18]=[CH:17][CH:16]=[CH:15][N:14]=1.C(=O)([O-])[O-].[Na+].[Na+].C1(C)C=CC=CC=1. (6) Given the product [SH:16][C:11]1[CH:12]=[CH:13][CH:14]=[CH:15][C:10]=1[CH2:8][C:5]1[CH:4]=[CH:3][C:2]([OH:1])=[CH:7][CH:6]=1, predict the reactants needed to synthesize it. The reactants are: [OH:1][C:2]1[CH:7]=[CH:6][C:5]([C:8]([C:10]2[CH:15]=[CH:14][CH:13]=[CH:12][C:11]=2[SH:16])=O)=[CH:4][CH:3]=1.C([SiH](CC)CC)C.C(O)(C(F)(F)F)=O.O.